From a dataset of NCI-60 drug combinations with 297,098 pairs across 59 cell lines. Regression. Given two drug SMILES strings and cell line genomic features, predict the synergy score measuring deviation from expected non-interaction effect. (1) Drug 1: CC12CCC3C(C1CCC2=O)CC(=C)C4=CC(=O)C=CC34C. Cell line: SN12C. Drug 2: CCC1(C2=C(COC1=O)C(=O)N3CC4=CC5=C(C=CC(=C5CN(C)C)O)N=C4C3=C2)O.Cl. Synergy scores: CSS=64.0, Synergy_ZIP=-5.14, Synergy_Bliss=-1.05, Synergy_Loewe=-14.3, Synergy_HSA=2.74. (2) Drug 1: C(=O)(N)NO. Drug 2: CC1CCC2CC(C(=CC=CC=CC(CC(C(=O)C(C(C(=CC(C(=O)CC(OC(=O)C3CCCCN3C(=O)C(=O)C1(O2)O)C(C)CC4CCC(C(C4)OC)O)C)C)O)OC)C)C)C)OC. Cell line: SNB-19. Synergy scores: CSS=11.4, Synergy_ZIP=-1.90, Synergy_Bliss=3.95, Synergy_Loewe=-5.35, Synergy_HSA=2.55.